From a dataset of CYP3A4 inhibition data for predicting drug metabolism from PubChem BioAssay. Regression/Classification. Given a drug SMILES string, predict its absorption, distribution, metabolism, or excretion properties. Task type varies by dataset: regression for continuous measurements (e.g., permeability, clearance, half-life) or binary classification for categorical outcomes (e.g., BBB penetration, CYP inhibition). Dataset: cyp3a4_veith. (1) The drug is CN(C)c1ccc(C(=C2C=CC(=[N+](C)C)C=C2)c2ccccc2)cc1.O=C(O)C(=O)O.O=C(O)C(=O)O. The result is 0 (non-inhibitor). (2) The compound is COc1ccc(COC(=O)N/N=C2/C[C@@H](O)[C@@H](O)[C@H]3[C@@H]2CC[C@@H]2C(=O)N(Cc4ccc5c(c4)OCO5)C(=O)[C@H]23)cc1. The result is 1 (inhibitor). (3) The molecule is O=C(O)[C@@H]1[C@@H]2C[C@H]([C@@H](Br)[C@H]2N2C(=O)CCC2=O)[C@@H]1C(=O)O. The result is 0 (non-inhibitor). (4) The drug is O=S1(=O)C=C(Oc2ccc3ccccc3c2)c2ccccc21. The result is 0 (non-inhibitor). (5) The compound is CCC(=O)Nc1ccccc1C(=O)OCC(=O)c1cccc2ccccc12. The result is 1 (inhibitor).